Binary Classification. Given a drug SMILES string, predict its activity (active/inactive) in a high-throughput screening assay against a specified biological target. From a dataset of M1 muscarinic receptor antagonist screen with 61,756 compounds. (1) The molecule is o1c(=O)c(CN2CCCCC2)c(O)c2c1cccc2. The result is 0 (inactive). (2) The drug is S(c1[nH]c(CCC)cc(=O)n1)CC(OCc1ccccc1)=O. The result is 0 (inactive). (3) The molecule is O=C(NCCCN1CC(CC(C1)C)C)c1c2c(c(=O)n(CC(C)C)c1)cc(OC)c(OC)c2. The result is 1 (active). (4) The molecule is O=C(N1CCC(NC(=O)C(NC(=O)C)Cc2ccccc2)CC1)NC1CCCCC1. The result is 0 (inactive).